Predict the reaction yield, written as a fraction of the theoretical maximum amount of product (1.0 means a 100% yield; for example, 0.34 means a 34% yield). From a dataset of Reaction yield outcomes from USPTO patents with 853,638 reactions. (1) The reactants are C(NC(C)C)(C)C.C([Li])CCC.CCCCCC.[Br:19][C:20]1[CH:24]=[CH:23][S:22][C:21]=1[C:25]([F:28])([F:27])[F:26].[O:29]1CCC[CH2:30]1. The catalyst is O.CN(C)C=O. The product is [Br:19][C:20]1[CH:24]=[C:23]([CH:30]=[O:29])[S:22][C:21]=1[C:25]([F:28])([F:27])[F:26]. The yield is 0.470. (2) The reactants are [OH:1][CH:2]1[CH2:6][CH2:5][CH:4]([C:7]2[N:12]=[C:11]3[CH2:13][CH2:14][CH2:15][C:10]3=[C:9]([NH:16][C:17]3[CH:22]=[CH:21][C:20]([CH2:23][C:24]([O:26]CC)=O)=[CH:19][CH:18]=3)[CH:8]=2)[CH2:3]1.[NH3:29]. The catalyst is CO. The product is [OH:1][CH:2]1[CH2:6][CH2:5][CH:4]([C:7]2[N:12]=[C:11]3[CH2:13][CH2:14][CH2:15][C:10]3=[C:9]([NH:16][C:17]3[CH:18]=[CH:19][C:20]([CH2:23][C:24]([NH2:29])=[O:26])=[CH:21][CH:22]=3)[CH:8]=2)[CH2:3]1. The yield is 0.670. (3) The reactants are [F:1][C:2]1[CH:28]=[CH:27][C:26]([F:29])=[CH:25][C:3]=1[CH2:4][N:5]1[C:10](=[O:11])[CH2:9][NH:8][C:7]2[N:12]=[CH:13][C:14]([C:16]3[CH:24]=[CH:23][C:19]([C:20]([OH:22])=O)=[CH:18][CH:17]=3)=[CH:15][C:6]1=2.[CH3:30][N:31]1[CH2:36][CH2:35][NH:34][CH2:33][CH2:32]1. No catalyst specified. The product is [F:1][C:2]1[CH:28]=[CH:27][C:26]([F:29])=[CH:25][C:3]=1[CH2:4][N:5]1[C:10](=[O:11])[CH2:9][NH:8][C:7]2[N:12]=[CH:13][C:14]([C:16]3[CH:24]=[CH:23][C:19]([C:20]([N:34]4[CH2:35][CH2:36][N:31]([CH3:30])[CH2:32][CH2:33]4)=[O:22])=[CH:18][CH:17]=3)=[CH:15][C:6]1=2. The yield is 0.380. (4) The reactants are [NH2:1][C:2]1[CH:3]2[C:10]([C:11]3[CH:16]=[CH:15][C:14]([CH3:17])=[CH:13][CH:12]=3)=[N:9][N:8]([C:18]3[CH:19]=[C:20]([CH:24]=[CH:25][CH:26]=3)[C:21](O)=[O:22])[CH:4]2[N:5]=[CH:6][N:7]=1.[CH2:27]([O:29][P:30]([C:35]1[CH:40]=[CH:39][C:38]([CH2:41][NH2:42])=[CH:37][C:36]=1[P:43]([O:48][CH2:49][CH3:50])([O:45][CH2:46][CH3:47])=[O:44])(=[O:34])[O:31][CH2:32][CH3:33])[CH3:28].C1C=CC2N(O)N=NC=2C=1.CCN=C=NCCCN(C)C.Cl. The catalyst is CN(C=O)C. The product is [CH2:27]([O:29][P:30]([C:35]1[CH:40]=[CH:39][C:38]([CH2:41][NH:42][C:21](=[O:22])[C:20]2[CH:24]=[CH:25][CH:26]=[C:18]([N:8]3[C:4]4=[N:5][CH:6]=[N:7][C:2]([NH2:1])=[C:3]4[C:10]([C:11]4[CH:16]=[CH:15][C:14]([CH3:17])=[CH:13][CH:12]=4)=[N:9]3)[CH:19]=2)=[CH:37][C:36]=1[P:43]([O:48][CH2:49][CH3:50])([O:45][CH2:46][CH3:47])=[O:44])(=[O:34])[O:31][CH2:32][CH3:33])[CH3:28]. The yield is 0.750. (5) The reactants are [F:1][C:2]1[CH:7]=[CH:6][C:5]([CH2:8][C:9]([CH:11]2[CH2:16][CH:15]([C:17]([F:20])([F:19])[F:18])[CH2:14][CH2:13][C:12]2=O)=O)=[CH:4][CH:3]=1.[CH3:22][C:23]1[N:24]([C:28]2[CH:33]=[CH:32][C:31]([NH:34][C:35]([NH2:37])=[NH:36])=[CH:30][CH:29]=2)[CH:25]=[CH:26][N:27]=1.C(=O)([O-])[O-].[K+].[K+].CCO. The catalyst is O.C(Cl)Cl. The product is [F:1][C:2]1[CH:7]=[CH:6][C:5]([CH2:8][C:9]2[C:11]3[CH2:16][CH:15]([C:17]([F:20])([F:19])[F:18])[CH2:14][CH2:13][C:12]=3[N:36]=[C:35]([NH:34][C:31]3[CH:32]=[CH:33][C:28]([N:24]4[CH:25]=[CH:26][N:27]=[C:23]4[CH3:22])=[CH:29][CH:30]=3)[N:37]=2)=[CH:4][CH:3]=1. The yield is 0.251. (6) The reactants are [CH3:1][N:2]1[C@@H:19]2[CH2:20][C:7]3[CH:8]=[CH:9][C:10]([O:21][CH3:22])=[C:11]4[O:12][C@H:13]5[C:14]([CH:16]=[CH:17][C@@H:18]2[C@:5]5([C:6]=34)[CH2:4][CH2:3]1)=[O:15].[C:23]1(C)C=CC(S(O)(=O)=O)=CC=1.CO.C1C=CC=CC=1. The catalyst is O. The product is [CH3:1][N:2]1[C@@H:19]2[CH2:20][C:7]3[CH:8]=[CH:9][C:10]([O:21][CH3:22])=[C:11]4[O:12][C@H:13]5[C:14]([O:15][CH3:23])=[CH:16][CH:17]=[C:18]2[C@:5]5([C:6]=34)[CH2:4][CH2:3]1. The yield is 0.268. (7) The reactants are [C:1]1([NH2:11])[C:10]2[C:5](=[CH:6][CH:7]=[CH:8][CH:9]=2)[CH:4]=[CH:3][CH:2]=1.CCN(C(C)C)C(C)C.[CH3:21][O:22][C:23](=[O:27])[C:24](Cl)=[O:25].C(=O)(O)[O-].[Na+]. The catalyst is C(Cl)Cl. The product is [CH3:21][O:22][C:23](=[O:27])[C:24]([NH:11][C:1]1[C:10]2[C:5](=[CH:6][CH:7]=[CH:8][CH:9]=2)[CH:4]=[CH:3][CH:2]=1)=[O:25]. The yield is 0.900. (8) The product is [CH2:1]([O:8][C:9]([NH:11][C@@H:12]([CH2:16][C:17]1[CH:22]=[CH:21][C:20]([CH:23]2[S:27](=[O:29])(=[O:28])[NH:26][C:25](=[O:30])[CH2:24]2)=[CH:19][CH:18]=1)[C:13]([NH:58][CH2:59][CH2:60][CH2:61][CH2:62][O:63][C:64]1[CH:73]=[CH:72][CH:71]=[C:70]([OH:74])[C:65]=1[C:66]([O:68][CH3:69])=[O:67])=[O:15])=[O:10])[C:2]1[CH:3]=[CH:4][CH:5]=[CH:6][CH:7]=1. The yield is 0.310. The catalyst is C(#N)C.CN(C)C=O. The reactants are [CH2:1]([O:8][C:9]([NH:11][C@@H:12]([CH2:16][C:17]1[CH:22]=[CH:21][C:20]([CH:23]2[S:27](=[O:29])(=[O:28])[NH:26][C:25](=[O:30])[CH2:24]2)=[CH:19][CH:18]=1)[C:13]([OH:15])=O)=[O:10])[C:2]1[CH:7]=[CH:6][CH:5]=[CH:4][CH:3]=1.F[P-](F)(F)(F)(F)F.N1(O[P+](N(C)C)(N(C)C)N(C)C)C2C=CC=CC=2N=N1.[NH2:58][CH2:59][CH2:60][CH2:61][CH2:62][O:63][C:64]1[CH:73]=[CH:72][CH:71]=[C:70]([OH:74])[C:65]=1[C:66]([O:68][CH3:69])=[O:67].C(N(CC)C(C)C)(C)C. (9) The reactants are [O:1]1[CH:5]=[CH:4][CH:3]=[C:2]1[C:6](=O)[CH2:7][C:8]1[CH:13]=[CH:12][CH:11]=[CH:10][CH:9]=1.[CH2:15]([O:17][C:18]1[CH:19]=[C:20]([CH:23]=[C:24]([N+:27]([O-:29])=[O:28])[C:25]=1[OH:26])[CH:21]=O)[CH3:16].[NH2:30][C:31]([NH2:33])=[O:32].Cl. The catalyst is CCO.CCOC(C)=O. The product is [CH2:15]([O:17][C:18]1[CH:19]=[C:20]([CH:21]2[C:7]([C:8]3[CH:13]=[CH:12][CH:11]=[CH:10][CH:9]=3)=[C:6]([C:2]3[O:1][CH:5]=[CH:4][CH:3]=3)[NH:33][C:31](=[O:32])[NH:30]2)[CH:23]=[C:24]([N+:27]([O-:29])=[O:28])[C:25]=1[OH:26])[CH3:16]. The yield is 0.0900.